Dataset: Reaction yield outcomes from USPTO patents with 853,638 reactions. Task: Predict the reaction yield, written as a fraction of the theoretical maximum amount of product (1.0 means a 100% yield; for example, 0.34 means a 34% yield). (1) The reactants are [C:1]1([S:7]([N:10]2[C:18]3[C:13](=[C:14]([N:19]4[CH2:24][CH2:23][N:22](CC5C=CC=CC=5)[CH2:21][CH2:20]4)[CH:15]=[CH:16][CH:17]=3)[CH:12]=[N:11]2)(=[O:9])=[O:8])[CH:6]=[CH:5][CH:4]=[CH:3][CH:2]=1.[Cl:32]C(OC(Cl)C)=O. The catalyst is ClCCCl. The product is [ClH:32].[C:1]1([S:7]([N:10]2[C:18]3[C:13](=[C:14]([N:19]4[CH2:24][CH2:23][NH:22][CH2:21][CH2:20]4)[CH:15]=[CH:16][CH:17]=3)[CH:12]=[N:11]2)(=[O:9])=[O:8])[CH:2]=[CH:3][CH:4]=[CH:5][CH:6]=1. The yield is 0.630. (2) The reactants are Br.[CH2:2]([C:4]1[N:5]=[C:6]([C@@H:9]([NH2:20])[CH2:10][C:11]2[CH:16]=[CH:15][C:14]([N+:17]([O-:19])=[O:18])=[CH:13][CH:12]=2)[S:7][CH:8]=1)[CH3:3].[C:21]1([C:27]([C:32]2[CH:37]=[CH:36][CH:35]=[CH:34][CH:33]=2)(C)[C:28]([OH:30])=O)[CH:26]=[CH:25][CH:24]=[CH:23][CH:22]=1.ON1C2C=CC=C[C:42]=2N=N1.CN(C)CCCN=C=NCC.C(N(CC)CC)C. The catalyst is CN(C=O)C.O. The product is [CH2:2]([C:4]1[N:5]=[C:6]([CH:9]([NH:20][C:28](=[O:30])[C@H:27]([C:32]2[CH:33]=[CH:34][CH:35]=[CH:36][CH:37]=2)[CH2:21][C:26]2[CH:42]=[CH:22][CH:23]=[CH:24][CH:25]=2)[CH2:10][C:11]2[CH:16]=[CH:15][C:14]([N+:17]([O-:19])=[O:18])=[CH:13][CH:12]=2)[S:7][CH:8]=1)[CH3:3]. The yield is 0.700.